From a dataset of Reaction yield outcomes from USPTO patents with 853,638 reactions. Predict the reaction yield, written as a fraction of the theoretical maximum amount of product (1.0 means a 100% yield; for example, 0.34 means a 34% yield). (1) The reactants are [OH:1][CH2:2][C:3]1[CH:4]=[C:5]([CH:10]=[C:11]([N:13]([CH3:18])[S:14]([CH3:17])(=[O:16])=[O:15])[CH:12]=1)[C:6]([O:8][CH3:9])=[O:7]. The catalyst is [O-2].[O-2].[Mn+4].C(OCC)(=O)C. The product is [CH:2]([C:3]1[CH:4]=[C:5]([CH:10]=[C:11]([N:13]([CH3:18])[S:14]([CH3:17])(=[O:15])=[O:16])[CH:12]=1)[C:6]([O:8][CH3:9])=[O:7])=[O:1]. The yield is 0.780. (2) The reactants are [Br:1][C:2]1[N:6]2[CH:7]=[CH:8][CH:9]=[CH:10][C:5]2=[C:4]([CH:11]=O)[N:3]=1.Cl.[F:14][C:15]1([F:21])[CH2:20][CH2:19][NH:18][CH2:17][CH2:16]1.C(O[BH-](OC(=O)C)OC(=O)C)(=O)C.[Na+].C([O-])(O)=O.[Na+]. The catalyst is C(Cl)CCl. The product is [Br:1][C:2]1[N:6]2[CH:7]=[CH:8][CH:9]=[CH:10][C:5]2=[C:4]([CH2:11][N:18]2[CH2:19][CH2:20][C:15]([F:21])([F:14])[CH2:16][CH2:17]2)[N:3]=1. The yield is 1.00. (3) The reactants are [F:1][C:2]1[CH:7]=[CH:6][C:5]([CH2:8][C:9]([OH:11])=O)=[CH:4][CH:3]=1.C(Cl)(=O)C(Cl)=O.[Br:18][C:19]1[CH:24]=[CH:23][C:22]([O:25]C)=[CH:21][CH:20]=1.[Al+3].[Cl-].[Cl-].[Cl-]. The catalyst is ClCCl.CN(C=O)C. The product is [Br:18][C:19]1[CH:20]=[CH:21][C:22]([OH:25])=[C:23]([C:9](=[O:11])[CH2:8][C:5]2[CH:4]=[CH:3][C:2]([F:1])=[CH:7][CH:6]=2)[CH:24]=1. The yield is 0.370. (4) The reactants are [O:1]=[C:2]([CH2:9][C:10]([O:12][CH2:13][CH3:14])=[O:11])[CH2:3][C:4]([O:6][CH2:7][CH3:8])=[O:5].[H-].[Na+].I[CH3:18]. The catalyst is O1CCCC1. The product is [CH3:18][CH:9]([C:2](=[O:1])[CH2:3][C:4]([O:6][CH2:7][CH3:8])=[O:5])[C:10]([O:12][CH2:13][CH3:14])=[O:11]. The yield is 0.360. (5) The reactants are Cl[C:2]1[N:7]2[N:8]=[C:9]([C:23]3[O:24][CH:25]=[CH:26][CH:27]=3)[C:10]([C:11]3[CH:16]=[CH:15][N:14]=[C:13]([NH:17][CH:18]4[CH2:22][CH2:21][CH2:20][CH2:19]4)[N:12]=3)=[C:6]2[CH:5]=[CH:4][CH:3]=1.[CH:28]1([NH2:31])[CH2:30][CH2:29]1. The catalyst is C(OCC)(=O)C. The product is [CH:18]1([NH:17][C:13]2[N:12]=[C:11]([C:10]3[C:9]([C:23]4[O:24][CH:25]=[CH:26][CH:27]=4)=[N:8][N:7]4[C:2]([NH:31][CH:28]5[CH2:30][CH2:29]5)=[CH:3][CH:4]=[CH:5][C:6]=34)[CH:16]=[CH:15][N:14]=2)[CH2:19][CH2:20][CH2:21][CH2:22]1. The yield is 0.320. (6) The reactants are [Cl:1][C:2]1[C:10]2[N:9]=[C:8]3[N:11]([C:15]4[CH:20]=[CH:19][C:18]([Cl:21])=[CH:17][C:16]=4[Cl:22])[CH2:12][CH2:13][CH2:14][N:7]3[C:6]=2[C:5]([CH:23](C(O[Si](C(C)(C)C)(C)C)C([O-])=O)[CH2:24][CH3:25])=[CH:4][CH:3]=1.Cl.[C:39](=[O:42])([O-])[OH:40].[Na+].[O:44]1CCC[CH2:45]1. No catalyst specified. The product is [OH:44][CH2:45][C:39]([O:40][CH:23]([C:5]1[C:6]2[N:7]3[CH2:14][CH2:13][CH2:12][N:11]([C:15]4[CH:20]=[CH:19][C:18]([Cl:21])=[CH:17][C:16]=4[Cl:22])[C:8]3=[N:9][C:10]=2[C:2]([Cl:1])=[CH:3][CH:4]=1)[CH2:24][CH3:25])=[O:42]. The yield is 0.800.